From a dataset of NCI-60 drug combinations with 297,098 pairs across 59 cell lines. Regression. Given two drug SMILES strings and cell line genomic features, predict the synergy score measuring deviation from expected non-interaction effect. (1) Drug 1: B(C(CC(C)C)NC(=O)C(CC1=CC=CC=C1)NC(=O)C2=NC=CN=C2)(O)O. Drug 2: CC1C(C(CC(O1)OC2CC(CC3=C2C(=C4C(=C3O)C(=O)C5=CC=CC=C5C4=O)O)(C(=O)C)O)N)O. Cell line: NCI-H322M. Synergy scores: CSS=49.6, Synergy_ZIP=-5.49, Synergy_Bliss=-0.952, Synergy_Loewe=-1.52, Synergy_HSA=0.569. (2) Drug 1: COC1=CC(=CC(=C1O)OC)C2C3C(COC3=O)C(C4=CC5=C(C=C24)OCO5)OC6C(C(C7C(O6)COC(O7)C8=CC=CS8)O)O. Drug 2: CCC1(C2=C(COC1=O)C(=O)N3CC4=CC5=C(C=CC(=C5CN(C)C)O)N=C4C3=C2)O.Cl. Cell line: SK-MEL-5. Synergy scores: CSS=33.5, Synergy_ZIP=-11.0, Synergy_Bliss=-0.0464, Synergy_Loewe=-0.339, Synergy_HSA=1.26. (3) Drug 1: CC(C)NC(=O)C1=CC=C(C=C1)CNNC.Cl. Drug 2: CC1C(C(CC(O1)OC2CC(CC3=C2C(=C4C(=C3O)C(=O)C5=CC=CC=C5C4=O)O)(C(=O)C)O)N)O. Cell line: MCF7. Synergy scores: CSS=30.7, Synergy_ZIP=0.609, Synergy_Bliss=-0.853, Synergy_Loewe=-25.2, Synergy_HSA=-0.123. (4) Drug 1: CCCCCOC(=O)NC1=NC(=O)N(C=C1F)C2C(C(C(O2)C)O)O. Drug 2: CNC(=O)C1=NC=CC(=C1)OC2=CC=C(C=C2)NC(=O)NC3=CC(=C(C=C3)Cl)C(F)(F)F. Cell line: HT29. Synergy scores: CSS=-3.95, Synergy_ZIP=1.30, Synergy_Bliss=-0.893, Synergy_Loewe=-4.52, Synergy_HSA=-3.97. (5) Cell line: T-47D. Drug 2: CC1C(C(CC(O1)OC2CC(CC3=C2C(=C4C(=C3O)C(=O)C5=C(C4=O)C(=CC=C5)OC)O)(C(=O)CO)O)N)O.Cl. Synergy scores: CSS=44.2, Synergy_ZIP=-2.41, Synergy_Bliss=-3.57, Synergy_Loewe=-1.33, Synergy_HSA=-0.144. Drug 1: CCC1(CC2CC(C3=C(CCN(C2)C1)C4=CC=CC=C4N3)(C5=C(C=C6C(=C5)C78CCN9C7C(C=CC9)(C(C(C8N6C)(C(=O)OC)O)OC(=O)C)CC)OC)C(=O)OC)O.OS(=O)(=O)O.